This data is from Forward reaction prediction with 1.9M reactions from USPTO patents (1976-2016). The task is: Predict the product of the given reaction. (1) Given the reactants [NH:1]1[CH2:11][CH2:10][CH2:9][CH:3]([C:4]([O:6][CH2:7][CH3:8])=[O:5])[CH2:2]1.CCN(C(C)C)C(C)C.[F:21][C:22]1[CH:30]=[CH:29][C:25]([C:26](Cl)=[O:27])=[CH:24][CH:23]=1, predict the reaction product. The product is: [CH2:7]([O:6][C:4]([CH:3]1[CH2:9][CH2:10][CH2:11][N:1]([C:26](=[O:27])[C:25]2[CH:29]=[CH:30][C:22]([F:21])=[CH:23][CH:24]=2)[CH2:2]1)=[O:5])[CH3:8]. (2) Given the reactants [CH3:1][NH:2][CH2:3][CH2:4][CH2:5][OH:6].[CH:7]1([C:10]2[N:15]=[C:14]([C:16]([NH:18][C:19]3[CH:27]=[N:26][CH:25]=[CH:24][C:20]=3[C:21](O)=[O:22])=[O:17])[C:13]([NH:28][C:29]3[CH:30]=[N:31][CH:32]=[N:33][CH:34]=3)=[CH:12][CH:11]=2)[CH2:9][CH2:8]1, predict the reaction product. The product is: [OH:6][CH2:5][CH2:4][CH2:3][N:2]([CH3:1])[C:21]([C:20]1[CH:24]=[CH:25][N:26]=[CH:27][C:19]=1[NH:18][C:16]([C:14]1[C:13]([NH:28][C:29]2[CH:34]=[N:33][CH:32]=[N:31][CH:30]=2)=[CH:12][CH:11]=[C:10]([CH:7]2[CH2:8][CH2:9]2)[N:15]=1)=[O:17])=[O:22]. (3) Given the reactants [CH3:1][C:2]([NH2:10])([CH3:9])[CH2:3][NH:4][C:5]([CH3:8])([CH3:7])[CH3:6].[CH3:11][C:12]([CH2:14][CH:15]([CH3:17])[CH3:16])=O.[OH-:18].[Na+].[CH:20](Cl)(Cl)Cl, predict the reaction product. The product is: [C:5]([N:4]1[CH2:3][C:2]([CH3:9])([CH3:1])[NH:10][C:12]([CH2:14][CH:15]([CH3:17])[CH3:16])([CH3:20])[C:11]1=[O:18])([CH3:8])([CH3:7])[CH3:6]. (4) The product is: [CH:29]1([C:32]2[N:33]([C:2]3[N:10]=[C:9]4[C:5]([N:6]=[C:7]([CH2:12][N:13]5[CH2:14][CH:15]([N:17]6[CH2:22][CH2:21][O:20][CH2:19][CH2:18]6)[CH2:16]5)[N:8]4[CH3:11])=[C:4]([N:23]4[CH2:24][CH2:25][O:26][CH2:27][CH2:28]4)[N:3]=3)[C:34]3[CH:40]=[CH:39][CH:38]=[CH:37][C:35]=3[N:36]=2)[CH2:31][CH2:30]1. Given the reactants Cl[C:2]1[N:10]=[C:9]2[C:5]([N:6]=[C:7]([CH2:12][N:13]3[CH2:16][CH:15]([N:17]4[CH2:22][CH2:21][O:20][CH2:19][CH2:18]4)[CH2:14]3)[N:8]2[CH3:11])=[C:4]([N:23]2[CH2:28][CH2:27][O:26][CH2:25][CH2:24]2)[N:3]=1.[CH:29]1([C:32]2[NH:33][C:34]3[CH:40]=[CH:39][CH:38]=[CH:37][C:35]=3[N:36]=2)[CH2:31][CH2:30]1.CC(C1C=C(C(C)C)C(C2C=CC=CC=2P(C2CCCCC2)C2CCCCC2)=C(C(C)C)C=1)C.C([O-])([O-])=O.[Cs+].[Cs+], predict the reaction product. (5) Given the reactants [CH3:1][O:2][C:3]1[CH:8]=[CH:7][C:6]([N:9]([CH3:17])[CH2:10][CH:11]2[CH2:16][CH2:15][O:14][CH2:13][CH2:12]2)=[CH:5][C:4]=1[NH:18][C:19]([NH2:21])=[S:20].BrBr, predict the reaction product. The product is: [CH3:1][O:2][C:3]1[C:4]2[N:18]=[C:19]([NH2:21])[S:20][C:5]=2[C:6]([N:9]([CH3:17])[CH2:10][CH:11]2[CH2:12][CH2:13][O:14][CH2:15][CH2:16]2)=[CH:7][CH:8]=1. (6) Given the reactants [F:1][C:2]1[CH:7]=[CH:6][C:5]([OH:8])=[C:4]([C:9]([OH:17])([CH3:16])[CH2:10][N:11]2[CH:15]=[CH:14][N:13]=[CH:12]2)[CH:3]=1.[CH2:18](Br)[CH2:19][CH2:20][CH2:21][CH2:22][CH2:23][CH3:24], predict the reaction product. The product is: [F:1][C:2]1[CH:7]=[CH:6][C:5]([O:8][CH2:18][CH2:19][CH2:20][CH2:21][CH2:22][CH2:23][CH3:24])=[C:4]([C:9]([OH:17])([CH3:16])[CH2:10][N:11]2[CH:15]=[CH:14][N:13]=[CH:12]2)[CH:3]=1. (7) Given the reactants [NH2:1][C:2]1[O:6][C:5]([C:7]2[C:16]3[C:11](=[CH:12][CH:13]=[CH:14][CH:15]=3)[CH:10]=[CH:9][CH:8]=2)=[N:4][C:3]=1[C:17]#[N:18].N([O:21][C:22]([CH3:25])(C)C)=O.[CH2:26]1[CH2:30][O:29]CC1, predict the reaction product. The product is: [NH2:1][C:2]1[O:6][C:5]([C:7]2[C:16]3[C:11](=[CH:12][CH:13]=[CH:14][CH:15]=3)[CH:10]=[CH:9][CH:8]=2)=[N:4][C:3]=1[C:17]#[N:18].[C:30]([O:6][C:22](=[O:21])[CH3:25])(=[O:29])[CH3:26].